Task: Predict the product of the given reaction.. Dataset: Forward reaction prediction with 1.9M reactions from USPTO patents (1976-2016) (1) Given the reactants [CH2:1]([N:8]1[CH:12]=[CH:11][CH:10]=[CH:9]1)[C:2]1[CH:7]=[CH:6][CH:5]=[CH:4][CH:3]=1.[Cl:13][C:14]1[N:19]=[C:18](Cl)[N:17]=[C:16]([Cl:21])[N:15]=1, predict the reaction product. The product is: [CH2:1]([N:8]1[CH:12]=[CH:11][CH:10]=[C:9]1[C:18]1[N:17]=[C:16]([Cl:21])[N:15]=[C:14]([Cl:13])[N:19]=1)[C:2]1[CH:7]=[CH:6][CH:5]=[CH:4][CH:3]=1. (2) Given the reactants [CH2:1]([C@@H:5]1[NH:10][CH2:9][C@H:8]([C:11]2[CH:15]=[CH:14][S:13][CH:12]=2)[NH:7][C:6]1=[O:16])[CH:2]([CH3:4])[CH3:3].[F:17][C:18]1[CH:23]=[CH:22][C:21]([C:24]2[O:28][N:27]=[C:26]([C:29](O)=[O:30])[CH:25]=2)=[CH:20][CH:19]=1.C([C@@H]1N(C(=O)/C=C/C2C=CC=CC=2)C[C@H](CC(C)C)NC1=O)C(C)C, predict the reaction product. The product is: [F:17][C:18]1[CH:19]=[CH:20][C:21]([C:24]2[O:28][N:27]=[C:26]([C:29]([N:10]3[CH2:9][C@H:8]([C:11]4[CH:15]=[CH:14][S:13][CH:12]=4)[NH:7][C:6](=[O:16])[C@@H:5]3[CH2:1][CH:2]([CH3:4])[CH3:3])=[O:30])[CH:25]=2)=[CH:22][CH:23]=1. (3) The product is: [CH3:16][O:15][C:11]1[CH:10]=[CH:9][C:8]([N:17]2[CH2:18][CH2:19][N:20]([CH3:23])[CH2:21][CH2:22]2)=[C:7]2[C:12]=1[CH2:13][CH2:14][N:5]([C:3](=[O:4])[CH2:2][NH:1][C:25](=[O:32])[C:26]1[CH:31]=[CH:30][N:29]=[CH:28][CH:27]=1)[CH2:6]2. Given the reactants [NH2:1][CH2:2][C:3]([N:5]1[CH2:14][CH2:13][C:12]2[C:7](=[C:8]([N:17]3[CH2:22][CH2:21][N:20]([CH3:23])[CH2:19][CH2:18]3)[CH:9]=[CH:10][C:11]=2[O:15][CH3:16])[CH2:6]1)=[O:4].Cl.[C:25](Cl)(=[O:32])[C:26]1[CH:31]=[CH:30][N:29]=[CH:28][CH:27]=1, predict the reaction product.